Dataset: Human Reference Interactome with 51,813 positive PPI pairs across 8,248 proteins, plus equal number of experimentally-validated negative pairs. Task: Binary Classification. Given two protein amino acid sequences, predict whether they physically interact or not. (1) Protein 1 (ENSG00000080802) has sequence MSRSPDAKEDPVECPLCMEPLEIDDINFFPCTCGYQICRFCWHRIRTDENGLCPACRKPYPEDPAVYKPLSQEELQRIKNEKKQKQNERKQKISENRKHLASVRVVQKNLVFVVGLSQRLADPEVLKRPEYFGKFGKIHKVVINNSTSYAGSQGPSASAYVTYIRSEDALRAIQCVNNVVVDGRTLKASLGTTKYCSYFLKNMQCPKPDCMYLHELGDEAASFTKEEMQAGKHQEYEQKLLQELYKLNPNFLQLSTGSVDKNKNKVTPLQRYDTPIDKPSDSLSIGNGDNSQQISNSDTP.... Protein 2 (ENSG00000160193) has sequence MAGSVGLALCGQTLVVRGGSRFLATSIASSDDDSLFIYDCSAAEKKSQENKGEDAPLDQGSGAILASTFSKSGSYFALTDDSKRLILFRTKPWQCLSVRTVARRCTALTFIASEEKVLVADKSGDVYSFSVLEPHGCGRLELGHLSMLLDVAVSPDDRFILTADRDEKIRVSWAAAPHSIESFCLGHTEFVSRISVVPTQPGLLLSSSGDGTLRLWEYRSGRQLHCCHLASLQELVDPQAPQKFAASRIAFWCQENCVALLCDGTPVVYIFQLDARRQQLVYRQQLAFQHQVWDVAFEET.... Result: 0 (the proteins do not interact). (2) Protein 1 (ENSG00000142632) has sequence MDCGPPATLQPHLTGPPGTAHHPVAVCQQESLSFAELPALKPPSPVCLDLFPVAPEELRAPGSRWSLGTPAPLQGLLWPLSPGGSDTEITSGGMRPSRAGSWPHCPGAQPPALEGPWSPRHTQPQRRASHGSEKKSAWRKMRVYQREEVPGCPEAHAVFLEPGQVVQEQALSTEEPRVELSGSTRVSLEGPERRRFSASELMTRLHSSLRLGRNSAARALISGSGTGAAREGKASGMEARSVEMSGDRVSRPAPGDSREGDWSEPRLDTQEEPPLGSRSTNERRQSRFLLNSVLYQEYSD.... Protein 2 (ENSG00000101222) has sequence MASSVDEEALHQLYLWVDNIPLSRPKRNLSRDFSDGVLVAEVIKFYFPKMVEMHNYVPANSLQQKLSNWGHLNRKVLKRLNFSVPDDVMRKIAQCAPGVVELVLIPLRQRLEERQRRRKQGAGSLQELAPQDGSGYMDVGVSQKARGEGVPDPQGGGQLSWDRPPAPRPPAYNRALQGDPSFVLQIAEKEQELLASQETVQVLQMKVRRLEHLLQLKNVRIEDLSRRLQQAERKQR*. Result: 0 (the proteins do not interact). (3) Protein 1 (ENSG00000141574) has sequence MQTCPLAFPGHVSQALGTLLFLAASLSAQNEGWDSPICTEGVVSVSWGENTVMSCNISNAFSHVNIKLRAHGQESAIFNEVAPGYFSRDGWQLQVQGGVAQLVIKGARDSHAGLYMWHLVGHQRNNRQVTLEVSGAEPQSAPDTGFWPVPAVVTAVFILLVALVMFAWYRCRCSQQRREKKFFLLEPQMKVAALRAGAQQGLSRASAELWTPDSEPTPRPLALVFKPSPLGALELLSPQPLFPYAADP*MQTCPLAFPGHVSQALGTLLFLAASLSAQNEGWDSPICTEGVVSVSWGENT.... Protein 2 (ENSG00000142227) has sequence MSLLLLVVSALHILILILLFVATLDKSWWTLPGKESLNLWYDCTWNNDTKTWACSNVSENGWLKAVQVLMVLSLILCCLSFILFMFQLYTMRRGGLFYATGLCQLCTSVAVFTGALIYAIHAEEILEKHPRGGSFGYCFALAWVAFPLALVSGIIYIHLRKRE*MSLLLLVVSALHILILILLFVATLDKSWWTLPGKESLNLWLAEGGAGPHGALPHSLLSLLHPVHVPALHHATRRSLLCHRPLPALHQRGGVYWRLDLCHSRRGDPGEAPARGQLRILLRPGLGGLPPRPGQRHHLH.... Result: 1 (the proteins interact). (4) Protein 1 (ENSG00000173210) has sequence MNTSIPYQQNPYNPRGSSNVIQCYRCGDTCKGEVVRVHNNHFHIRCFTCQVCGCGLAQSGFFFKNQEYICTQDYQQLYGTRCDSCRDFITGEVISALGRTYHPKCFVCSLCRKPFPIGDKVTFSGKECVCQTCSQSMASSKPIKIRGPSHCAGCKEEIKHGQSLLALDKQWHVSCFKCQTCSVILTGEYISKDGVPYCESDYHAQFGIKCETCDRYISGRVLEAGGKHYHPTCARCVRCHQMFTEGEEMYLTGSEVWHPICKQAARAEKKLKHRRTSETSISPPGSSIGSPNRVICDIYE.... Protein 2 (ENSG00000177842) has sequence MFQTAWRQEPVTFEDVAVYFTQNEWASLDSVQRALYREVMLENYANVASLAFPFTTPVLVSQLEQGELPWGLDPWEPMGREALRGICPGDEARTEKEGLTPKDHVSKETESFRLMVGGLPGNVSQHLDFGSSLEQPQGHWIIKTKSKRRHFTDTSARHHEAYEVKNGEKFEKLGKNISVSTQLTTNQTNPSGQISYECGQCGRYFIQMADFHRHEKCHTGEKSFECKECGKYFRYNSLLIRHQIIHTGKKPFKCKECGKGLSSDTALIQHQRIHTGEKPYECKECGKAFSSSSVFLQHQR.... Result: 1 (the proteins interact). (5) Result: 0 (the proteins do not interact). Protein 1 (ENSG00000183570) has sequence MESKVSEGGLNVTLTIRLLMHGKEVGSIIGKKGETVKKMREESGARINISEGNCPERIVTITGPTDAIFKAFAMIAYKFEEDIINSMSNSPATSKPPVTLRLVVPASQCGSLIGKGGSKIKEIRESTGAQVQVAGDMLPNSTERAVTISGTPDAIIQCVKQICVVMLESPPKGATIPYRPKPASTPVIFAGGQVRADPLAASTANLSLLLQHPPLPAYTIQGQYAIPHPDLTKLHQLAMQQTPFPPLGQTNPAFPGEKLPLHSSEEAQNLMGQSSGLDASPPASTHELTIPNDLIGCIIG.... Protein 2 (ENSG00000103024) has sequence MICLVLTIFANLFPAACTGAHERTFLAVKPDGVQRRLVGEIVRRFERKGFKLVALKLVQASEELLREHYAELRERPFYGRLVKYMASGPVVAMVWQGLDVVRTSRALIGATNPADAPPGTIRGDFCIEVGKNLIHGSDSVESARREIALWFRADELLCWEDSAGHWLYE*MASGPVVAMVWQGLDVVRTSRALIGATNPADAPPGTIRGDFCIEVGKNLIHGSDSVESARREIALWFRADELLCWEDSAGHWLYE*IFANLFPAACTGAHERTFLAVKPDGVQRRLVGEIVRRFERKGFK....